Dataset: Forward reaction prediction with 1.9M reactions from USPTO patents (1976-2016). Task: Predict the product of the given reaction. (1) Given the reactants [F:1][C:2]([F:15])([F:14])[C:3]1[CH:12]=[C:11]2[C:6]([CH2:7][CH2:8][NH:9][C:10]2=[O:13])=[CH:5][CH:4]=1.Br[C:17]1[CH:18]=[N:19][CH:20]=[CH:21][C:22]=1[CH:23]([O:26][CH3:27])[O:24][CH3:25].P([O-])([O-])([O-])=O.[K+].[K+].[K+], predict the reaction product. The product is: [CH3:25][O:24][CH:23]([O:26][CH3:27])[C:22]1[CH:21]=[CH:20][N:19]=[CH:18][C:17]=1[N:9]1[CH2:8][CH2:7][C:6]2[C:11](=[CH:12][C:3]([C:2]([F:1])([F:14])[F:15])=[CH:4][CH:5]=2)[C:10]1=[O:13]. (2) Given the reactants [NH2:1][O:2][CH:3]([C:12]1[CH:13]=[C:14]([CH:17]=[CH:18][CH:19]=1)[C:15]#[N:16])[C:4]([N:6]1[CH2:11][CH2:10][O:9][CH2:8][CH2:7]1)=[O:5].[F:20][C:21]([F:40])([F:39])[O:22][C:23]1[CH:28]=[CH:27][C:26]([S:29]([N:32]2[CH2:37][CH2:36][C:35](=O)[CH2:34][CH2:33]2)(=[O:31])=[O:30])=[CH:25][CH:24]=1, predict the reaction product. The product is: [O:9]1[CH2:10][CH2:11][N:6]([C:4](=[O:5])[CH:3]([C:12]2[CH:13]=[C:14]([CH:17]=[CH:18][CH:19]=2)[C:15]#[N:16])[O:2][N:1]=[C:35]2[CH2:36][CH2:37][N:32]([S:29]([C:26]3[CH:25]=[CH:24][C:23]([O:22][C:21]([F:20])([F:39])[F:40])=[CH:28][CH:27]=3)(=[O:31])=[O:30])[CH2:33][CH2:34]2)[CH2:7][CH2:8]1. (3) The product is: [Cl:1][C:2]1[CH:3]=[C:4]([C@@H:12]([CH2:25][CH:26]2[CH2:27][CH2:28][CH2:29][CH2:30]2)[C:13]([NH:15][C:16]2[CH:20]=[CH:19][N:18]([CH2:21][C:22](=[O:23])[NH:37][CH3:38])[N:17]=2)=[O:14])[CH:5]=[CH:6][C:7]=1[S:8]([CH3:11])(=[O:9])=[O:10]. Given the reactants [Cl:1][C:2]1[CH:3]=[C:4]([C@@H:12]([CH2:25][CH:26]2[CH2:30][CH2:29][CH2:28][CH2:27]2)[C:13]([NH:15][C:16]2[CH:20]=[CH:19][N:18]([CH2:21][C:22](O)=[O:23])[N:17]=2)=[O:14])[CH:5]=[CH:6][C:7]=1[S:8]([CH3:11])(=[O:10])=[O:9].C(Cl)(=O)C(Cl)=O.[N:37]1C(C)=CC=C[C:38]=1C.CN.O1CCCC1, predict the reaction product. (4) Given the reactants [F:1][C:2]1[CH:3]=[C:4]([C:16]([NH:18][C@@H:19]2[CH2:24][CH2:23][C@H:22]([NH:25][C:26](=[O:32])[O:27][C:28]([CH3:31])([CH3:30])[CH3:29])[CH2:21][CH2:20]2)=[O:17])[C:5]([NH:8][C:9]2[CH:14]=[CH:13][CH:12]=[C:11]([I:15])[CH:10]=2)=[N:6][CH:7]=1.[C:33](N1C=CN=C1)(N1C=CN=C1)=[O:34].[H-].[Na+].O, predict the reaction product. The product is: [F:1][C:2]1[CH:7]=[N:6][C:5]2[N:8]([C:9]3[CH:14]=[CH:13][CH:12]=[C:11]([I:15])[CH:10]=3)[C:33](=[O:34])[N:18]([C@@H:19]3[CH2:20][CH2:21][C@H:22]([NH:25][C:26](=[O:32])[O:27][C:28]([CH3:29])([CH3:31])[CH3:30])[CH2:23][CH2:24]3)[C:16](=[O:17])[C:4]=2[CH:3]=1.